This data is from Catalyst prediction with 721,799 reactions and 888 catalyst types from USPTO. The task is: Predict which catalyst facilitates the given reaction. (1) Reactant: Cl.[CH3:2][O:3][C:4](=[O:7])[CH2:5][NH2:6].C(N(CC)CC)C.[CH:15](=O)[C:16]1[CH:21]=[CH:20][C:19]([O:22][CH3:23])=[CH:18][CH:17]=1.[O-]S([O-])(=O)=O.[Mg+2]. Product: [CH3:2][O:3][C:4](=[O:7])[CH2:5][N:6]=[CH:15][C:16]1[CH:21]=[CH:20][C:19]([O:22][CH3:23])=[CH:18][CH:17]=1. The catalyst class is: 2. (2) Reactant: [Br:1][C:2]1[C:8]([F:9])=[C:7]([F:10])[CH:6]=[C:5]([N+:11]([O-])=O)[C:3]=1[NH2:4].O.O.[Sn](Cl)Cl.[OH-].[Na+]. Product: [Br:1][C:2]1[C:8]([F:9])=[C:7]([F:10])[CH:6]=[C:5]([NH2:11])[C:3]=1[NH2:4]. The catalyst class is: 361.